From a dataset of NCI-60 drug combinations with 297,098 pairs across 59 cell lines. Regression. Given two drug SMILES strings and cell line genomic features, predict the synergy score measuring deviation from expected non-interaction effect. (1) Drug 1: C1=C(C(=O)NC(=O)N1)N(CCCl)CCCl. Drug 2: CN(CCCl)CCCl.Cl. Cell line: COLO 205. Synergy scores: CSS=51.9, Synergy_ZIP=-2.29, Synergy_Bliss=-0.949, Synergy_Loewe=0.491, Synergy_HSA=1.67. (2) Drug 1: CC1=C(C=C(C=C1)NC2=NC=CC(=N2)N(C)C3=CC4=NN(C(=C4C=C3)C)C)S(=O)(=O)N.Cl. Drug 2: CCN(CC)CCCC(C)NC1=C2C=C(C=CC2=NC3=C1C=CC(=C3)Cl)OC. Cell line: LOX IMVI. Synergy scores: CSS=13.9, Synergy_ZIP=-9.61, Synergy_Bliss=-10.0, Synergy_Loewe=-9.53, Synergy_HSA=-9.10.